Dataset: Forward reaction prediction with 1.9M reactions from USPTO patents (1976-2016). Task: Predict the product of the given reaction. (1) Given the reactants [CH2:1]([N:3]1[C:11]2[C:6](=[CH:7][CH:8]=[C:9]([C:12]([O:14]C)=[O:13])[CH:10]=2)[CH:5]=[N:4]1)[CH3:2].[OH-].[Na+].O, predict the reaction product. The product is: [CH2:1]([N:3]1[C:11]2[C:6](=[CH:7][CH:8]=[C:9]([C:12]([OH:14])=[O:13])[CH:10]=2)[CH:5]=[N:4]1)[CH3:2]. (2) Given the reactants [Br:1][C:2]1[CH:3]=[C:4](I)[CH:5]=[CH:6][CH:7]=1.[C:9]1(B(O)O)[C:18]2[C:13](=[CH:14][CH:15]=[CH:16][CH:17]=2)[CH:12]=[CH:11][CH:10]=1, predict the reaction product. The product is: [Br:1][C:2]1[CH:3]=[C:4]([C:17]2[C:18]3[C:13](=[CH:12][CH:11]=[CH:10][CH:9]=3)[CH:14]=[CH:15][CH:16]=2)[CH:5]=[CH:6][CH:7]=1. (3) Given the reactants [CH2:1]([O:8][C:9]([N:11]1[CH2:16][CH2:15][CH:14]([C:17]([OH:19])=O)[CH2:13][CH2:12]1)=[O:10])[C:2]1[CH:7]=[CH:6][CH:5]=[CH:4][CH:3]=1.[C:20]1([NH2:27])[CH:25]=[CH:24][CH:23]=[CH:22][C:21]=1[NH2:26].CCN(C(C)C)C(C)C.C1CN([P+](ON2N=NC3C=CC=CC2=3)(N2CCCC2)N2CCCC2)CC1.F[P-](F)(F)(F)(F)F, predict the reaction product. The product is: [CH2:1]([O:8][C:9]([N:11]1[CH2:12][CH2:13][CH:14]([C:17](=[O:19])[NH:26][C:21]2[CH:22]=[CH:23][CH:24]=[CH:25][C:20]=2[NH2:27])[CH2:15][CH2:16]1)=[O:10])[C:2]1[CH:3]=[CH:4][CH:5]=[CH:6][CH:7]=1. (4) Given the reactants [C:1]1([CH:9]=[C:7]([OH:8])[CH:6]=[C:4]([OH:5])[CH:3]=1)[OH:2].[C:10](O)(=[O:13])[CH:11]=[CH2:12], predict the reaction product. The product is: [OH:2][C:1]1[CH:9]=[C:7]([OH:8])[CH:6]=[C:4]2[C:3]=1[CH2:12][CH2:11][C:10](=[O:13])[O:5]2. (5) The product is: [CH:30]([C:32]1[CH:33]=[CH:34][C:35]([C:36]([NH:18][CH2:19][CH2:20][C:21]([OH:23])=[O:22])=[O:38])=[CH:39][CH:40]=1)=[O:31]. Given the reactants C([NH:18][CH2:19][CH2:20][C:21]([OH:23])=[O:22])(OCC1C2C(=CC=CC=2)C2C1=CC=CC=2)=O.N1CCCCC1.[CH:30]([C:32]1[CH:40]=[CH:39][C:35]([C:36]([OH:38])=O)=[CH:34][CH:33]=1)=[O:31].C1C=CC2N(O)N=NC=2C=1.C(N=C=NC(C)C)(C)C, predict the reaction product. (6) Given the reactants [CH3:1][N:2]([S:36]([CH3:39])(=[O:38])=[O:37])[C:3]1[C:8]([CH2:9][NH:10][C:11]2[C:16]([C:17]([F:20])([F:19])[F:18])=[CH:15][N:14]=[C:13]([NH:21][C:22]3[CH:27]=[CH:26][C:25]([P:28](=[O:35])([O:32]CC)[O:29][CH2:30][CH3:31])=[CH:24][CH:23]=3)[N:12]=2)=[CH:7][CH:6]=[CH:5][N:4]=1.Cl, predict the reaction product. The product is: [CH3:1][N:2]([S:36]([CH3:39])(=[O:38])=[O:37])[C:3]1[C:8]([CH2:9][NH:10][C:11]2[C:16]([C:17]([F:18])([F:19])[F:20])=[CH:15][N:14]=[C:13]([NH:21][C:22]3[CH:23]=[CH:24][C:25]([P:28](=[O:32])([OH:35])[O:29][CH2:30][CH3:31])=[CH:26][CH:27]=3)[N:12]=2)=[CH:7][CH:6]=[CH:5][N:4]=1.